Dataset: NCI-60 drug combinations with 297,098 pairs across 59 cell lines. Task: Regression. Given two drug SMILES strings and cell line genomic features, predict the synergy score measuring deviation from expected non-interaction effect. Synergy scores: CSS=44.4, Synergy_ZIP=-5.36, Synergy_Bliss=-1.10, Synergy_Loewe=-9.40, Synergy_HSA=1.73. Cell line: MCF7. Drug 1: CCCCC(=O)OCC(=O)C1(CC(C2=C(C1)C(=C3C(=C2O)C(=O)C4=C(C3=O)C=CC=C4OC)O)OC5CC(C(C(O5)C)O)NC(=O)C(F)(F)F)O. Drug 2: N.N.Cl[Pt+2]Cl.